From a dataset of Experimentally validated miRNA-target interactions with 360,000+ pairs, plus equal number of negative samples. Binary Classification. Given a miRNA mature sequence and a target amino acid sequence, predict their likelihood of interaction. (1) The miRNA is hsa-miR-887-5p with sequence CUUGGGAGCCCUGUUAGACUC. The protein sequence of the target gene is MELPAVNLKVILLGHWLLTTWGCIVFSGSYAWANFTILALGVWAVAQRDSIDAISMFLGGLLATIFLDIVHISIFYPRVSLTDTGRFGVGMAILSLLLKPLSCCFVYHMYRERGGELLVHTGFLGSSQDRSAYQTIDSAEAPADPFAVPEGRSQDARGY. Result: 1 (interaction). (2) The miRNA is hsa-miR-3202 with sequence UGGAAGGGAGAAGAGCUUUAAU. The protein sequence of the target gene is MSCQQNQQQCQPPPKCIPKCPPKCLTPRCPPKCPPKCPPVSSCCSVSSGGCCGSSSGGSCGSSSGGCCSSGGGGCCLSHHRRRRSHCHRPQSSGCCSQPSGGSSCCGGGSGQHSGGCC. Result: 1 (interaction). (3) The miRNA is hsa-miR-5696 with sequence CUCAUUUAAGUAGUCUGAUGCC. The protein sequence of the target gene is MKDLGAEHLAGHEGVQLLGLLNVYLEQEERFQPREKGLSLIEATPENDNTLCPGLRNAKVEDLRSLANFFGSCTETFVLAVNILDRFLALMKVKPKHLSCIGVCSFLLAARIVEEDCNIPSTHDVIRISQCKCTASDIKRMEKIISEKLHYELEATTALNFLHLYHTIILCHTSERKEILSLDKLEAQLKACNCRLIFSKAKPSVLALCLLNLEVETLKSVELLEILLLVKKHSKINDTEFFYWRELVSKCLAEYSSPECCKPDLKKLVWIVSRRTAQNLHNSYYSVPELPTIPEGGCFD.... Result: 0 (no interaction). (4) The miRNA is hsa-miR-3937 with sequence ACAGGCGGCUGUAGCAAUGGGGG. The protein sequence of the target gene is MALKGQEDYIFHFKDSSHPVDFLDAFRTFYMDGLFTDITLQCPSGIIFHCHRAVLAACSNYFKAMFTADMKEKFKSKIKLSGIHHDILEGLVNYAYTSQIEITKRNVQSLLEAADLLQFLSVKKACEQFLVRHLDIDNCIGMHSFAEFHVCSELEKESRRILCSRFKEVWQQEEFLEISLEKFLFILSRKNLSVWKEEAILEPVIKWTAHDVENRIECIYNLLSYINIDIDPVYLKTALGLQRSCLLTENKIRSLIYNALNPMHKEISQRSTATMYIIGGYYWHPLSEVHIWDPLTNVWI.... Result: 0 (no interaction). (5) The miRNA is hsa-miR-642a-3p with sequence AGACACAUUUGGAGAGGGAACC. The protein sequence of the target gene is MSMLAERRRKQKWAVDPQNTAWSNDDSKFGQRMLEKMGWSKGKGLGAQEQGATDHIKVQVKNNHLGLGATINNEDNWIAHQDDFNQLLAELNTCHGQETTDSSDKKEKKSFSLEEKSKISKNRVHYMKFTKGKDLSSRSKTDLDCIFGKRQSKKTPEGDASPSTPEENETTTTSAFTIQEYFAKRMAALKNKPQVPVPGSDISETQVERKRGKKRNKEATGKDVESYLQPKAKRHTEGKPERAEAQERVAKKKSAPAEEQLRGPCWDQSSKASAQDAGDHVQPPEGRDFTLKPKKRRGKK.... Result: 1 (interaction). (6) The miRNA is hsa-miR-4768-3p with sequence CCAGGAGAUCCAGAGAGAAU. The protein sequence of the target gene is MAAAASPAILPRLAILPYLLFDWSGTGRADAHSLWYNFTIIHLPRHGQQWCEVQSQVDQKNFLSYDCGSDKVLSMGHLEEQLYATDAWGKQLEMLREVGQRLRLELADTELEDFTPSGPLTLQVRMSCECEADGYIRGSWQFSFDGRKFLLFDSNNRKWTVVHAGARRMKEKWEKDSGLTTFFKMVSMRDCKSWLRDFLMHRKKRLEPTAPPTMAPGLAQPKAIATTLSPWSFLIILCFILPGI. Result: 1 (interaction).